This data is from Full USPTO retrosynthesis dataset with 1.9M reactions from patents (1976-2016). The task is: Predict the reactants needed to synthesize the given product. (1) The reactants are: [C:1]([O:5][C:6](=[O:36])[NH:7][C:8]1([C:12]2[CH:17]=[CH:16][C:15]([C:18]3[C:27](=[O:28])[C:26]4[C:21](=[CH:22][CH:23]=[C:24](F)[CH:25]=4)[O:20][C:19]=3[C:30]3[CH:35]=[CH:34][CH:33]=[CH:32][CH:31]=3)=[CH:14][CH:13]=2)[CH2:11][CH2:10][CH2:9]1)([CH3:4])([CH3:3])[CH3:2].IC1C(=O)C2C(=CC=C([O:49][C:50]([F:53])([F:52])[F:51])C=2)OC=1C1C=CC=CC=1. Given the product [C:1]([O:5][C:6](=[O:36])[NH:7][C:8]1([C:12]2[CH:13]=[CH:14][C:15]([C:18]3[C:27](=[O:28])[C:26]4[C:21](=[CH:22][CH:23]=[C:24]([O:49][C:50]([F:53])([F:52])[F:51])[CH:25]=4)[O:20][C:19]=3[C:30]3[CH:31]=[CH:32][CH:33]=[CH:34][CH:35]=3)=[CH:16][CH:17]=2)[CH2:9][CH2:10][CH2:11]1)([CH3:4])([CH3:3])[CH3:2], predict the reactants needed to synthesize it. (2) Given the product [CH:6]([OH:8])=[O:7].[CH2:31]([C:35]1[CH:36]=[C:37]2[C:42](=[C:43]([O:45][CH:46]3[CH2:51][CH2:50][N:49]([CH2:52][CH2:53][CH2:54][CH2:55][NH:56][C:6](=[O:8])[CH2:5][CH2:4][CH2:3][O:2][CH3:1])[CH2:48][CH2:47]3)[CH:44]=1)[N:41]=[CH:40][CH:39]=[CH:38]2)[CH2:32][CH2:33][CH3:34], predict the reactants needed to synthesize it. The reactants are: [CH3:1][O:2][CH2:3][CH2:4][CH2:5][C:6]([OH:8])=[O:7].CN(C(ON1N=NC2C=CC=CC1=2)=[N+](C)C)C.[B-](F)(F)(F)F.[CH2:31]([C:35]1[CH:36]=[C:37]2[C:42](=[C:43]([O:45][CH:46]3[CH2:51][CH2:50][N:49]([CH2:52][CH2:53][CH2:54][CH2:55][NH2:56])[CH2:48][CH2:47]3)[CH:44]=1)[N:41]=[CH:40][CH:39]=[CH:38]2)[CH2:32][CH2:33][CH3:34].C(N(CC)CC)C. (3) Given the product [ClH:1].[C:28]([CH2:27][N:25]1[CH:26]=[C:22](/[CH:21]=[C:16]2\[CH2:15][N:14]([CH:6]([C:7]3[CH:12]=[CH:11][CH:10]=[CH:9][C:8]=3[F:13])[C:5]([CH:2]3[CH2:3][CH2:4]3)=[O:32])[CH2:19][CH2:18][CH:17]\2[SH:20])[N:23]=[N:24]1)([OH:30])=[O:29], predict the reactants needed to synthesize it. The reactants are: [ClH:1].[CH:2]1([C:5](=[O:32])[CH:6]([N:14]2[CH2:19][CH2:18][CH:17]([SH:20])/[C:16](=[CH:21]/[C:22]3[N:23]=[N:24][N:25]([CH2:27][C:28]([O:30]C)=[O:29])[CH:26]=3)/[CH2:15]2)[C:7]2[CH:12]=[CH:11][CH:10]=[CH:9][C:8]=2[F:13])[CH2:4][CH2:3]1.Cl. (4) Given the product [Br:1][C:18]1[N:17]=[C:16]([C@@H:19]2[CH2:24][CH2:23][CH2:22][CH2:21][N:20]2[C:25]([O:27][CH2:28][C:29]2[CH:30]=[CH:31][CH:32]=[CH:33][CH:34]=2)=[O:26])[N:12]2[CH:13]=[CH:14][N:15]=[C:10]([CH3:9])[C:11]=12, predict the reactants needed to synthesize it. The reactants are: [Br:1]N1C(=O)CCC1=O.[CH3:9][C:10]1[C:11]2[N:12]([C:16]([C@@H:19]3[CH2:24][CH2:23][CH2:22][CH2:21][N:20]3[C:25]([O:27][CH2:28][C:29]3[CH:34]=[CH:33][CH:32]=[CH:31][CH:30]=3)=[O:26])=[N:17][CH:18]=2)[CH:13]=[CH:14][N:15]=1.O.C(OCC)(=O)C. (5) Given the product [CH3:99][O:98][C:96]([NH:95][C@@H:81]([CH:82]([C:83]1[CH:84]=[CH:85][CH:86]=[CH:87][CH:88]=1)[C:89]1[CH:94]=[CH:93][CH:92]=[CH:91][CH:90]=1)[C:80]([NH:79][C:74]1[CH:75]=[CH:76][CH:77]=[CH:78][C:73]=1[CH2:72][CH2:71][C@H:61]1[O:60][CH2:59][C@@H:58]([CH:56]=[CH:8][C:7]2[CH:28]=[CH:29][CH:30]=[CH:31][C:6]=2[N+:3]([O-:5])=[O:4])[N:63]([C:64]([O:66][C:67]([CH3:68])([CH3:70])[CH3:69])=[O:65])[CH2:62]1)=[O:100])=[O:97], predict the reactants needed to synthesize it. The reactants are: O.[Br-].[N+:3]([C:6]1[CH:31]=[CH:30][CH:29]=[CH:28][C:7]=1[CH2:8][P+](C1C=CC=CC=1)(C1C=CC=CC=1)C1C=CC=CC=1)([O-:5])=[O:4].C(=O)([O-])[O-].[K+].[K+].C1OCCOCCOCCOCCOCCOC1.[CH:56]([C@H:58]1[N:63]([C:64]([O:66][C:67]([CH3:70])([CH3:69])[CH3:68])=[O:65])[CH2:62][C@@H:61]([CH2:71][CH2:72][C:73]2[CH:78]=[CH:77][CH:76]=[CH:75][C:74]=2[NH:79][C:80](=[O:100])[C@@H:81]([NH:95][C:96]([O:98][CH3:99])=[O:97])[CH:82]([C:89]2[CH:94]=[CH:93][CH:92]=[CH:91][CH:90]=2)[C:83]2[CH:88]=[CH:87][CH:86]=[CH:85][CH:84]=2)[O:60][CH2:59]1)=O. (6) Given the product [NH2:19][C:18]1[N:17]=[CH:16][C:15]2[C:20]([C:23]3[CH2:24][CH2:25][N:26]([C:61](=[O:62])[CH2:60][OH:63])[CH2:27][CH:28]=3)=[CH:21][O:22][C:14]=2[C:13]=1[O:12][C@@H:10]([C:3]1[C:4]([Cl:9])=[CH:5][CH:6]=[C:7]([F:8])[C:2]=1[Cl:1])[CH3:11], predict the reactants needed to synthesize it. The reactants are: [Cl:1][C:2]1[C:7]([F:8])=[CH:6][CH:5]=[C:4]([Cl:9])[C:3]=1[C@H:10]([O:12][C:13]1[C:14]2[O:22][CH:21]=[C:20]([C:23]3[CH2:24][CH2:25][NH:26][CH2:27][CH:28]=3)[C:15]=2[CH:16]=[N:17][C:18]=1[NH2:19])[CH3:11].CCN(C(C)C)C(C)C.CN(C(ON1N=NC2C=CC=CC1=2)=[N+](C)C)C.[B-](F)(F)(F)F.[C:60](O)(=[O:63])[CH2:61][OH:62]. (7) Given the product [CH3:33][N:34]([CH3:35])[CH:16]1[CH2:17][CH2:18][CH:14]([C:6]2[N:5]3[C:20]4[CH:26]=[CH:25][CH:24]=[CH:23][C:21]=4[N:22]=[C:4]3[C:3]([C:27]#[N:28])=[C:2]([CH3:1])[C:7]=2[C:8]2[CH:9]=[CH:10][CH:11]=[CH:12][CH:13]=2)[CH2:15]1, predict the reactants needed to synthesize it. The reactants are: [CH3:1][C:2]1[C:7]([C:8]2[CH:13]=[CH:12][CH:11]=[CH:10][CH:9]=2)=[C:6]([CH:14]2[CH2:18][CH2:17][C:16](=O)[CH2:15]2)[N:5]2[C:20]3[CH:26]=[CH:25][CH:24]=[CH:23][C:21]=3[N:22]=[C:4]2[C:3]=1[C:27]#[N:28].C(O)(=O)C.[CH3:33][NH:34][CH3:35].C([BH3-])#N.[Na+].C(=O)([O-])O.[Na+].